From a dataset of Experimentally validated miRNA-target interactions with 360,000+ pairs, plus equal number of negative samples. Binary Classification. Given a miRNA mature sequence and a target amino acid sequence, predict their likelihood of interaction. (1) The miRNA is hsa-miR-4661-5p with sequence AACUAGCUCUGUGGAUCCUGAC. The protein sequence of the target gene is MTKTDPAPMAPPPRGEEEEEEEEDEPVPEAPSPTQERRQKPVVHPSAPAPLPKDYAFTFFDPNDPACQEILFDPQTTIPELFAIVRQWVPQVQHKIDVIGNEILRRGCHVNDRDGLTDMTLLHYACKAGAHGVGDPAAAVRLSQQLLALGADVTLRSRWTNMNALHYAAYFDVPDLVRVLLKGARPRVVNSTCSDFNHGSALHIAASSLCLGAAKCLLEHGANPALRNRKGQVPAEVVPDPMDMSLDKAEAALVAKELRTLLEEAVPLSCALPKVTLPNYDNVPGNLMLSALGLRLGDRV.... Result: 0 (no interaction). (2) The miRNA is hsa-miR-7973 with sequence UGUGACCCUAGAAUAAUUAC. The protein sequence of the target gene is MHLLAILFCALWSAVLAENSDDYDLMYVNLDNEIDNGLHPTEDPTPCACGQEHSEWDKLFIMLENSQMRERMLLQATDDVLRGELQRLREELGRLAESLARPCAPGAPAEARLTSALDELLQATRDAGRRLARMEGAEAQRPEEAGRALAAVLEELRQTRADLHAVQGWAARSWLPAGCETAILFPMRSKKIFGSVHPVRPMRLESFSACIWVKATDVLNKTILFSYGTKRNPYEIQLYLSYQSIVFVVGGEENKLVAEAMVSLGRWTHLCGTWNSEEGLTSLWVNGELAATTVEMATGH.... Result: 0 (no interaction). (3) The miRNA is mmu-miR-182-3p with sequence GUGGUUCUAGACUUGCCAACU. The protein sequence of the target gene is MKAGKSERERSGRRRHRSGDALTTVVVKQERLSPEPVAHRRPDAPAASLSPPAAEPGHSGHRGSRARSPAKKKSKSSGRRSKSPRTKRSQSPHYPMVKVKQEREDHPRRGREDRQHREPSEQEHRRARNSERDRHRGHSRQGRSSDERPVSGQDRDRDSQNLQAQEEERDFHNARRREHRQQNESAGSEAQEVIPRPAGNRSKEVPVKEKPSFELSGALLEDTNTFRGVVIKYSEPPEARIPKKRWRLYPFKNDEVLPVMYIHRQSAYLLGRHRRIADIPIDHPSCSKQHAVFQYRLVEY.... Result: 0 (no interaction). (4) The miRNA is hsa-miR-6515-3p with sequence UCUCUUCAUCUACCCCCCAG. The protein sequence of the target gene is MLGRSGYRALPLGDFDRFQQSSFGFLGSQKGCLSPERGGVGTGADVPQSWPSCLCHGLISFLGFLLLLVTFPISGWFALKIVPTYERMIVFRLGRIRTPQGPGMVLLLPFIDSFQRVDLRTRAFNVPPCKLASKDGAVLSVGADVQFRIWDPVLSVMTVKDLNTATRMTAQNAMTKALLKRPLREIQMEKLKISDQLLLEINDVTRAWGLEVDRVELAVEAVLQPPQDSPAGPNLDSTLQQLALHFLGGSMNSMAGGAPSPGPADTVEMVSEVEPPAPQVGARSSPKQPLAEGLLTALQP.... Result: 1 (interaction). (5) The miRNA is hsa-miR-5196-3p with sequence UCAUCCUCGUCUCCCUCCCAG. The protein sequence of the target gene is MGPLSRDAWAQRLGAFRASPSAFMAGPEGEDLGRDLLSDLRSEKLSEQTKVSLLALSMEYPAQLWPDASAAEVAATSLLDTLVLLPPRPSALRRPLLLAATTALAAGGALGPTSGASCRLLPLLLGLAAGSDLGRGFVPASEQRPLQATACECLRELESCKPGLLGGSLGLLRGLLGQEGPVQPLSLLLALALRNTLVLQSRVGAGLGGLLTDKVSPTGGGPWDWTLVEEGDGRLQPQAPSWPAAEEGEGERSLTAREHSPEEARELRAAVIQLLDTSYLLTPVAQAQLLWLLGWALRGL.... Result: 1 (interaction). (6) The miRNA is mmu-miR-181a-5p with sequence AACAUUCAACGCUGUCGGUGAGU. The protein sequence of the target gene is MASPGHILIVCVCLLSMASAEAPQEPDPFTYDYHTLRIGGLTIAGILFILGILIILSKRCRCKFNQQQRTGEPDEEEGTFRSSIRRLSTRRR. Result: 0 (no interaction). (7) The miRNA is hsa-miR-665 with sequence ACCAGGAGGCUGAGGCCCCU. The protein sequence of the target gene is MDPEQSVKGTKKAEGSPRKRLTKGEAIQTSVSSSVPYPGSGTAATQESPAQELLAPQPFPGPSSVLREGSQEKTGQQQKPPKRPPIEASVHISQLPQHPLTPAFMSPGKPEHLLEGSTWQLVDPMRPGPSGSFVAPGLHPQSQLLPSHASIIPPEDLPGVPKVFVPRPSQVSLKPTEEAHKKERKPQKPGKYICQYCSRPCAKPSVLQKHIRSHTGERPYPCGPCGFSFKTKSNLYKHRKSHAHRIKAGLASGMGGEMYPHGLEMERIPGEEFEEPTEGESTDSEEETSATSGHPAELSP.... Result: 1 (interaction). (8) The miRNA is hsa-miR-567 with sequence AGUAUGUUCUUCCAGGACAGAAC. The protein sequence of the target gene is MAGAGGQHHPPGAAGGAAAGAGAAVTSAAASAGPGEDSSDSEAEQEGPQKLIRKVSTSGQIRTKTSIKEGQLLKQTSSFQRWKKRYFKLRGRTLYYAKDSKSLIFDEVDLSDASVAEASTKNANNSFTIITPFRRLMLCAENRKEMEDWISSLKSVQTREPYEVAQFNVEHFSGMHNWYACSHARPTFCNVCRESLSGVTSHGLSCEVCKFKAHKRCAVRATNNCKWTTLASIGKDIIEDEDGVAMPHQWLEGNLPVSAKCAVCDKTCGSVLRLQDWKCLWCKTMVHTACKDLYHPICPL.... Result: 1 (interaction). (9) The miRNA is mmu-miR-574-3p with sequence CACGCUCAUGCACACACCCACA. The protein sequence of the target gene is MSRSLDSARSFLERLEARGGREGAVLAGEFSDIQACSAAWKADGVCSTVAGSRPENVRKNRYKDVLPYDQTRVILSLLQEEGHSDYINGNFIRGVDGSLAYIATQGPLPHTLLDFWRLVWEFGVKVILMACREIENGRKRCERYWAQEQEPLQTGLFCITLIKEKWLNEDIMLRTLKVTFQKESRSVYQLQYMSWPDRGVPSSPDHMLAMVEEARRLQGSGPEPLCVHCSAGCGRTGVLCTVDYVRQLLLTQMIPPDFSLFDVVLKMRKQRPAAVQTEEQYRFLYHTVAQMFCSTLQNAS.... Result: 0 (no interaction).